Dataset: Full USPTO retrosynthesis dataset with 1.9M reactions from patents (1976-2016). Task: Predict the reactants needed to synthesize the given product. (1) Given the product [NH2:1][C:2]1[CH:11]=[C:10]([N:12]2[CH2:13][CH2:14][N:15]([C:18]([NH:20][CH:21]3[CH2:26][CH2:25][CH2:24][CH:23]([C:27]([OH:29])=[O:28])[CH2:22]3)=[O:19])[CH2:16][CH2:17]2)[C:9]2[C:4](=[CH:5][C:6]([Cl:31])=[CH:7][CH:8]=2)[N:3]=1, predict the reactants needed to synthesize it. The reactants are: [NH2:1][C:2]1[CH:11]=[C:10]([N:12]2[CH2:17][CH2:16][N:15]([C:18]([NH:20][CH:21]3[CH2:26][CH2:25][CH2:24][CH:23]([C:27]([O:29]C)=[O:28])[CH2:22]3)=[O:19])[CH2:14][CH2:13]2)[C:9]2[C:4](=[CH:5][C:6]([Cl:31])=[CH:7][CH:8]=2)[N:3]=1.O[Li].O. (2) Given the product [OH:15][CH:11]1[CH:12]([CH3:14])[CH2:13][NH:8][CH2:9][C:10]1([CH3:17])[CH3:16], predict the reactants needed to synthesize it. The reactants are: C([N:8]1[CH2:13][CH:12]([CH3:14])[CH:11]([OH:15])[C:10]([CH3:17])([CH3:16])[CH2:9]1)C1C=CC=CC=1. (3) Given the product [Cl:25][C:26]1[CH:27]=[C:28]([N:33]2[CH2:38][CH2:37][N:36]([C:2]3[NH:3][C:4]4[CH:9]=[C:8]([C:10]([NH2:16])=[O:12])[CH:7]=[CH:6][C:5]=4[N:1]=3)[CH2:35][CH2:34]2)[CH:29]=[CH:30][C:31]=1[Cl:32], predict the reactants needed to synthesize it. The reactants are: [N:1]1[C:5]2[CH:6]=[CH:7][C:8]([C:10]([OH:12])=O)=[CH:9][C:4]=2[NH:3][CH:2]=1.Cl.C([N:16]=C=NCCCN(C)C)C.[Cl:25][C:26]1[CH:27]=[C:28]([N:33]2[CH2:38][CH2:37][NH:36][CH2:35][CH2:34]2)[CH:29]=[CH:30][C:31]=1[Cl:32].O. (4) Given the product [CH3:1][N:2]1[CH2:7][CH2:6][N:5]([C:8]2[N:9]=[C:10]([C:17]3[C:18](=[O:19])[NH:20][C:23](=[O:22])[C:24]=3[C:26]3[C:27]4[CH:40]=[CH:39][S:38][C:28]=4[NH:29][CH:30]=3)[C:11]3[CH:16]=[CH:15][S:14][C:12]=3[N:13]=2)[CH2:4][CH2:3]1, predict the reactants needed to synthesize it. The reactants are: [CH3:1][N:2]1[CH2:7][CH2:6][N:5]([C:8]2[N:9]=[C:10]([CH2:17][C:18]([NH2:20])=[O:19])[C:11]3[CH:16]=[CH:15][S:14][C:12]=3[N:13]=2)[CH2:4][CH2:3]1.C[O:22][C:23](=O)[C:24]([C:26]1[C:27]2[CH:40]=[CH:39][S:38][C:28]=2[N:29](C(OC(C)(C)C)=O)[CH:30]=1)=O.O(C(C)(C)C)[K].O. (5) The reactants are: N[CH2:2][C:3]([C:5]1[CH:10]=[CH:9][CH:8]=[CH:7][CH:6]=1)=[O:4].[F:11][C:12]([F:23])([F:22])[C:13]1[CH:14]=[C:15]([CH:19]=[CH:20][CH:21]=1)[C:16](Cl)=[O:17].[N:24]1C=CC=CC=1. Given the product [C:3]([C:5]1[CH:10]=[C:9]([NH:24][C:16](=[O:17])[C:15]2[CH:19]=[CH:20][CH:21]=[C:13]([C:12]([F:23])([F:22])[F:11])[CH:14]=2)[CH:8]=[CH:7][CH:6]=1)(=[O:4])[CH3:2], predict the reactants needed to synthesize it.